Dataset: Reaction yield outcomes from USPTO patents with 853,638 reactions. Task: Predict the reaction yield, written as a fraction of the theoretical maximum amount of product (1.0 means a 100% yield; for example, 0.34 means a 34% yield). (1) The reactants are Cl[C:2]1[CH:7]=[C:6](Cl)[CH:5]=[CH:4][C:3]=1[N+:9]([O-:11])=[O:10].[CH3:12][NH2:13].[CH3:14][O-:15].[Na+].O. The catalyst is CN(C)C(=O)C. The product is [CH3:14][O:15][C:6]1[CH:5]=[CH:4][C:3]([N+:9]([O-:11])=[O:10])=[C:2]([NH:13][CH3:12])[CH:7]=1. The yield is 0.770. (2) The reactants are C(NC(C)C)(C)C.C([Li])CCC.[Cl:13][C:14]1[CH:15]=[C:16]([CH2:20][C:21]([OH:23])=[O:22])[CH:17]=[CH:18][CH:19]=1.[CH:24]1(Br)[CH2:28][CH2:27][CH2:26][CH2:25]1. The catalyst is O1CCCC1. The product is [Cl:13][C:14]1[CH:15]=[C:16]([CH:20]([CH:24]2[CH2:28][CH2:27][CH2:26][CH2:25]2)[C:21]([OH:23])=[O:22])[CH:17]=[CH:18][CH:19]=1. The yield is 0.790. (3) The product is [C:1]([S:5][C:6]1[CH:7]=[CH:8][C:9]([NH:12][CH2:15][CH2:14][C:13]([O:17][CH2:18][CH3:19])=[O:16])=[CH:10][CH:11]=1)([CH3:4])([CH3:2])[CH3:3]. The catalyst is C(O)C. The reactants are [C:1]([S:5][C:6]1[CH:11]=[CH:10][C:9]([NH2:12])=[CH:8][CH:7]=1)([CH3:4])([CH3:3])[CH3:2].[C:13]([O:17][CH2:18][CH3:19])(=[O:16])[CH:14]=[CH2:15].C(N(CC)CC)C. The yield is 0.650.